Dataset: CYP2D6 inhibition data for predicting drug metabolism from PubChem BioAssay. Task: Regression/Classification. Given a drug SMILES string, predict its absorption, distribution, metabolism, or excretion properties. Task type varies by dataset: regression for continuous measurements (e.g., permeability, clearance, half-life) or binary classification for categorical outcomes (e.g., BBB penetration, CYP inhibition). Dataset: cyp2d6_veith. (1) The molecule is Nc1nc(Cl)nc2c1ncn2[C@@H]1O[C@@H](CO)[C@@H](O)[C@H]1O. The result is 0 (non-inhibitor). (2) The compound is CN(C)CCCc1cccnc1. The result is 0 (non-inhibitor).